From a dataset of Experimentally validated miRNA-target interactions with 360,000+ pairs, plus equal number of negative samples. Binary Classification. Given a miRNA mature sequence and a target amino acid sequence, predict their likelihood of interaction. (1) The miRNA is hsa-miR-141-5p with sequence CAUCUUCCAGUACAGUGUUGGA. The protein sequence of the target gene is MLPSQAGAAAALGRGSALGGNLNRTPTGRPGGGGGTRGANGGRVPGNGAGLGQSRLEREAAAAAAPTAGALYSGSEGDSESGEEEELGAERRGLKRSLSEMELGVVVGGPEAAAAAAGGYGPVSGAVSGAKPGKKTRGRVKIKMEFIDNKLRRYTTFSKRKTGIMKKAYELSTLTGTQVLLLVASETGHVYTFATRKLQPMITSETGKALIQTCLNSPDSPPRSDPTTDQRMSATGFEEPDLTYQVSESDSSGETKDTLKPAFTVTNLPGTTSTIQTAPSTSTTMQVSSGPSFPITNYLA.... Result: 0 (no interaction). (2) Result: 0 (no interaction). The protein sequence of the target gene is METLCPAPRLAVPASPRGSPCSPTPRKPCRGTQEFSPLCLRALAFCALAKPRASSLGPGPGELAARSPVLRGPQAPLRPGGWAPDGLKHLWAPTGRPGVPNTAAGEDADVAACPRRGEEEEGGGGFPHFGVRSCAPPGRCPAPPHPRESTTSFASAPPRPAPGLEPQRGPAASPPQEPSSRPPSPPAGLSTEPAGPGTAPRPFLPGQPAEVDGNPPPAAPEAPAASPSTASPAPAAPGDLRQEHFDRLIRRSKLWCYAKGFALDTPSLRRGPERPPAKGPARGAAKKRRLPAPPPRTAQP.... The miRNA is hsa-miR-4800-3p with sequence CAUCCGUCCGUCUGUCCAC. (3) The miRNA is hsa-miR-548u with sequence CAAAGACUGCAAUUACUUUUGCG. The protein sequence of the target gene is MGSDKRVSRTERSGRYGSIIDRDDRDERESRSRRRDSDYKRSSDDRRGDRYDDYRDYDSPERERERRNSDRSEDGYHSDGDYGEHDYRHDISDERESKTIMLRGLPITITESDIREMMESFEGPQPADVRLMKRKTGVSRGFAFVEFYHLQDATSWMEANQKKLVIQGKHIAMHYSNPRPKFEDWLCNKCCLNNFRKRLKCFRCGADKFDSEQEVPPGTTESVQSVDYYCDTIILRNIAPHTVVDSIMTALSPYASLAVNNIRLIKDKQTQQNRGFAFVQLSSAMDASQLLQILQSLHPP.... Result: 0 (no interaction). (4) The miRNA is hsa-miR-378j with sequence ACUGGAUUUGGAGCCAGAA. The protein sequence of the target gene is MSSPSSPFREQSFLCAAGDAGEESRVQVLKNEVRRGSPVLLGWVEQAYADKCVCGPSAPPAPTPPSLSQRVMCNDLFKVNPFQLQQFRADPSTASLLLCPGGLDHKLNLRGKAWG. Result: 1 (interaction). (5) The miRNA is hsa-miR-5584-3p with sequence UAGUUCUUCCCUUUGCCCAAUU. The protein sequence of the target gene is MPPQLSDGLNYSAKIVRGSLDSLPQAVRSFVESSAKLCRPDQVHICDGSEEENRQLLSHMEEEGVIKRLKKYDNCWLALTDPRDVARIESKTVIITREQRDTVPIPKNGLSQLGRWMSEEDFEKAFNIRFPGCMKGRTMYVIPFSMGPLGSPLSKIGIELTDSPYVVTSMRIMTRMGTSVLEALGDGEFVKCLHSVGCPLPLKKPLVNNWACNPELTLIAHLPDRREIISFGSGYGGNSLLGKKCFALRMASRLAKEEGWLAEHMLILGITNPKGQKKYFAAAFPSACGKTNLAMMNPTL.... Result: 0 (no interaction). (6) The miRNA is hsa-miR-3674 with sequence AUUGUAGAACCUAAGAUUGGCC. The protein sequence of the target gene is MVKLTAELIEQAAQYTNAVRDRELDLRGYKIPVIENLGATLDQFDAIDFSDNEIRKLDGFPLLRRLKTLLVNNNRICRIGEGLDQALPCLTELILTNNSLVELGDLDPLASLKSLTYLSILRNPVTNKKHYRLYVIYKVPQVRVLDFQKVKLKERQEAEKMFKGKRGAQLAKDIARRSKTFNPGAGLPTDKKKGGPSPGDVEAIKNAIANASTLAEVERLKGLLQSGQIPGRERRSGPTDDGEEEMEEDTVTNGS. Result: 1 (interaction). (7) The miRNA is dme-miR-8-3p with sequence UAAUACUGUCAGGUAAAGAUGUC. The protein sequence of the target gene is MKVRSAGGDGDALCVTEEDLAGDDEDMPTFPCTQKGRPGPRCSRCQKNLSLHTSVRILYLFLALLLVAVAVLASLVFRKVDSLSEDISLTQSIYDKKLVLMQKNLQGLDPKALNNCSFCHEAGQLGPEIRKLQEELEGIQKLLLAQEVQLDQTLQAQEVLSTTSRQISQEMGSCSFSIHQVNQSLGLFLAQVRGWQATTAGLDLSLKDLTQECYDVKAAVHQINFTVGQTSEWIHGIQRKTDEETLTLQKIVTDWQNYTRLFSGLRTTSTKTGEAVKNIQATLGASSQRISQNSESMHDL.... Result: 0 (no interaction).